From a dataset of NCI-60 drug combinations with 297,098 pairs across 59 cell lines. Regression. Given two drug SMILES strings and cell line genomic features, predict the synergy score measuring deviation from expected non-interaction effect. (1) Drug 1: C1=CC(=C2C(=C1NCCNCCO)C(=O)C3=C(C=CC(=C3C2=O)O)O)NCCNCCO. Cell line: MOLT-4. Synergy scores: CSS=82.1, Synergy_ZIP=3.67, Synergy_Bliss=3.78, Synergy_Loewe=0.839, Synergy_HSA=5.17. Drug 2: C1=CC=C(C=C1)NC(=O)CCCCCCC(=O)NO. (2) Drug 1: CC1OCC2C(O1)C(C(C(O2)OC3C4COC(=O)C4C(C5=CC6=C(C=C35)OCO6)C7=CC(=C(C(=C7)OC)O)OC)O)O. Drug 2: CC1=C(C(=CC=C1)Cl)NC(=O)C2=CN=C(S2)NC3=CC(=NC(=N3)C)N4CCN(CC4)CCO. Cell line: HT29. Synergy scores: CSS=61.2, Synergy_ZIP=3.69, Synergy_Bliss=3.20, Synergy_Loewe=7.42, Synergy_HSA=9.53. (3) Drug 1: CC1CCC2CC(C(=CC=CC=CC(CC(C(=O)C(C(C(=CC(C(=O)CC(OC(=O)C3CCCCN3C(=O)C(=O)C1(O2)O)C(C)CC4CCC(C(C4)OC)O)C)C)O)OC)C)C)C)OC. Drug 2: C1CN(CCN1C(=O)CCBr)C(=O)CCBr. Cell line: 786-0. Synergy scores: CSS=23.2, Synergy_ZIP=-7.20, Synergy_Bliss=-0.852, Synergy_Loewe=-3.91, Synergy_HSA=2.04. (4) Drug 1: C(=O)(N)NO. Drug 2: C1C(C(OC1N2C=NC(=NC2=O)N)CO)O. Cell line: LOX IMVI. Synergy scores: CSS=6.57, Synergy_ZIP=-5.12, Synergy_Bliss=-3.81, Synergy_Loewe=-3.80, Synergy_HSA=-0.880. (5) Drug 1: C1CC(C1)(C(=O)O)C(=O)O.[NH2-].[NH2-].[Pt+2]. Drug 2: C1CNP(=O)(OC1)N(CCCl)CCCl. Cell line: SK-MEL-28. Synergy scores: CSS=-1.70, Synergy_ZIP=0.00749, Synergy_Bliss=0.0998, Synergy_Loewe=-4.82, Synergy_HSA=-3.49.